Predict the reactants needed to synthesize the given product. From a dataset of Full USPTO retrosynthesis dataset with 1.9M reactions from patents (1976-2016). Given the product [CH3:23][CH:22]([CH3:24])[CH2:21][C:20]([CH:29]1[CH2:30][CH2:31][CH2:32][CH2:33][C:28]1=[O:10])=[O:25], predict the reactants needed to synthesize it. The reactants are: C1(N2CC[O:10]CC2)CCCCC=1.C(N(CC)CC)C.[C:20](Cl)(=[O:25])[CH2:21][CH:22]([CH3:24])[CH3:23].Cl.[C:28]1(C)[CH:33]=[CH:32][CH:31]=[CH:30][CH:29]=1.